The task is: Predict the reaction yield, written as a fraction of the theoretical maximum amount of product (1.0 means a 100% yield; for example, 0.34 means a 34% yield).. This data is from Reaction yield outcomes from USPTO patents with 853,638 reactions. (1) The reactants are [CH3:1][O:2][C:3]([NH2:5])=N.Cl.C[O:8][C:9](=O)[CH2:10][C:11]#[N:12].[CH3:14][O-].[Na+]. The catalyst is CO. The product is [CH3:1][O:2][CH:3]1[CH2:14][C:11](=[NH:12])[CH2:10][C:9](=[O:8])[NH:5]1. The yield is 0.760. (2) The reactants are [CH3:1][C:2]1[CH:3]=[CH:4][C:5]([CH2:8][O:9][C:10]2[CH:11]=[CH:12][C:13]([N+:34]([O-])=O)=[C:14]([CH:33]=2)[NH:15][CH2:16][C:17]2[CH:22]=[CH:21][C:20]([C:23]3[CH:28]=[CH:27][C:26]([C:29]([F:32])([F:31])[F:30])=[CH:25][CH:24]=3)=[CH:19][CH:18]=2)=[N:6][CH:7]=1. The catalyst is [Pt].C1COCC1. The product is [CH3:1][C:2]1[CH:3]=[CH:4][C:5]([CH2:8][O:9][C:10]2[CH:33]=[C:14]([NH:15][CH2:16][C:17]3[CH:22]=[CH:21][C:20]([C:23]4[CH:28]=[CH:27][C:26]([C:29]([F:32])([F:30])[F:31])=[CH:25][CH:24]=4)=[CH:19][CH:18]=3)[C:13]([NH2:34])=[CH:12][CH:11]=2)=[N:6][CH:7]=1. The yield is 0.970. (3) The reactants are [F:1][C:2]1[C:11]([CH3:12])=[CH:10][CH:9]=[CH:8][C:3]=1[C:4]([O:6][CH3:7])=[O:5].[Br:13]N1C(=O)CCC1=O.C(OOC(=O)C1C=CC=CC=1)(=O)C1C=CC=CC=1. The catalyst is C(Cl)(Cl)(Cl)Cl. The product is [Br:13][CH2:12][C:11]1[C:2]([F:1])=[C:3]([CH:8]=[CH:9][CH:10]=1)[C:4]([O:6][CH3:7])=[O:5]. The yield is 0.560. (4) The catalyst is O. The product is [C:1]([C:5]1[N:9]([CH3:27])[CH:8]=[C:7]([C:10]2[CH:15]=[CH:14][N:13]=[C:12]3[N:16]([CH2:19][O:20][CH2:21][CH2:22][Si:23]([CH3:26])([CH3:25])[CH3:24])[CH:17]=[CH:18][C:11]=23)[N:6]=1)([CH3:4])([CH3:2])[CH3:3]. The reactants are [C:1]([C:5]1[NH:6][C:7]([C:10]2[CH:15]=[CH:14][N:13]=[C:12]3[N:16]([CH2:19][O:20][CH2:21][CH2:22][Si:23]([CH3:26])([CH3:25])[CH3:24])[CH:17]=[CH:18][C:11]=23)=[CH:8][N:9]=1)([CH3:4])([CH3:3])[CH3:2].[C:27](=O)([O-])[O-].[K+].[K+].CN(C=O)C.CI. The yield is 0.510. (5) The reactants are C1(C)C=CC=CC=1.Br[C:9]1[CH:10]=[CH:11][C:12]([C:15](=[O:17])[CH3:16])=[N:13][CH:14]=1.[CH3:18][O:19][C:20]1[CH:25]=[CH:24][C:23](B(O)O)=[CH:22][CH:21]=1.C([O-])([O-])=O.[Na+].[Na+]. The catalyst is C1C=CC([P]([Pd]([P](C2C=CC=CC=2)(C2C=CC=CC=2)C2C=CC=CC=2)([P](C2C=CC=CC=2)(C2C=CC=CC=2)C2C=CC=CC=2)[P](C2C=CC=CC=2)(C2C=CC=CC=2)C2C=CC=CC=2)(C2C=CC=CC=2)C2C=CC=CC=2)=CC=1.C(O)C. The product is [CH3:18][O:19][C:20]1[CH:25]=[CH:24][C:23]([C:9]2[CH:10]=[CH:11][C:12]([C:15](=[O:17])[CH3:16])=[N:13][CH:14]=2)=[CH:22][CH:21]=1. The yield is 0.880. (6) The reactants are [CH3:1][O:2][C:3]1[CH:9]=[CH:8][CH:7]=[CH:6][C:4]=1[NH2:5].[N:10]([O-])=O.[Na+].C([O-])(=O)C.[Na+].[C:19]([CH2:22][C:23](=[O:25])[CH3:24])(=[O:21])[CH3:20]. The catalyst is C(O)(=O)C.Cl.O.C(O)C. The product is [CH3:1][O:2][C:3]1[CH:9]=[CH:8][CH:7]=[CH:6][C:4]=1[NH:5][N:10]=[C:22]([C:23](=[O:25])[CH3:24])[C:19](=[O:21])[CH3:20]. The yield is 0.790.